From a dataset of Catalyst prediction with 721,799 reactions and 888 catalyst types from USPTO. Predict which catalyst facilitates the given reaction. (1) Reactant: C(NC(C)C)(C)C.C([Li])CCC.[C:13]([O:16][CH2:17][CH3:18])(=[O:15])[CH3:14].[Cl:19][C:20]1[CH:21]=[C:22]([CH:25]=[CH:26][CH:27]=1)[CH:23]=[O:24]. Product: [Cl:19][C:20]1[CH:21]=[C:22]([CH:23]([OH:24])[CH2:14][C:13]([O:16][CH2:17][CH3:18])=[O:15])[CH:25]=[CH:26][CH:27]=1. The catalyst class is: 1. (2) Reactant: [C:1]1([S:7]([N:10]2[C:14]3[CH:15]=[N:16][C:17]([C:26]#[N:27])=[C:18]([O:19][CH:20]4[CH2:25][CH2:24][NH:23][CH2:22][CH2:21]4)[C:13]=3[C:12]3[CH:28]=[C:29]([Br:32])[CH:30]=[N:31][C:11]2=3)(=[O:9])=[O:8])[CH:6]=[CH:5][CH:4]=[CH:3][CH:2]=1.[I-].[Na+].Br[CH2:36][CH2:37][O:38][CH:39]1[CH2:44][CH2:43][CH2:42][CH2:41][O:40]1. Product: [C:1]1([S:7]([N:10]2[C:14]3[CH:15]=[N:16][C:17]([C:26]#[N:27])=[C:18]([O:19][CH:20]4[CH2:25][CH2:24][N:23]([CH2:36][CH2:37][O:38][CH:39]5[CH2:44][CH2:43][CH2:42][CH2:41][O:40]5)[CH2:22][CH2:21]4)[C:13]=3[C:12]3[CH:28]=[C:29]([Br:32])[CH:30]=[N:31][C:11]2=3)(=[O:8])=[O:9])[CH:2]=[CH:3][CH:4]=[CH:5][CH:6]=1. The catalyst class is: 10. (3) Reactant: [CH2:1]([NH2:5])[CH2:2][CH2:3][CH3:4].[Br:6][C:7]1[CH:12]=[CH:11][C:10](F)=[C:9]([N+:14]([O-:16])=[O:15])[CH:8]=1.Cl. Product: [Br:6][C:7]1[CH:12]=[CH:11][C:10]([NH:5][CH2:1][CH2:2][CH2:3][CH3:4])=[C:9]([N+:14]([O-:16])=[O:15])[CH:8]=1. The catalyst class is: 16. (4) Reactant: C([O:6][CH2:7][C@@H:8]1[CH2:13][C@H:12]([N:14]([CH:16]([CH3:18])[CH3:17])[CH3:15])[CH2:11][CH2:10][C@@H:9]1[N:19]1[CH2:23][CH2:22][CH:21]([NH:24][C:25]2[C:34]3[C:29](=[CH:30][CH:31]=[C:32]([C:35]([F:38])([F:37])[F:36])[CH:33]=3)[N:28]=[CH:27][N:26]=2)[C:20]1=[O:39])(=O)C(C)C.[OH-].[Na+].[NH4+].[Cl-]. Product: [OH:6][CH2:7][C@@H:8]1[CH2:13][C@H:12]([N:14]([CH:16]([CH3:18])[CH3:17])[CH3:15])[CH2:11][CH2:10][C@@H:9]1[N:19]1[CH2:23][CH2:22][CH:21]([NH:24][C:25]2[C:34]3[C:29](=[CH:30][CH:31]=[C:32]([C:35]([F:37])([F:38])[F:36])[CH:33]=3)[N:28]=[CH:27][N:26]=2)[C:20]1=[O:39]. The catalyst class is: 5. (5) Product: [CH:30]1([N:21]2[CH2:22][C:23]([F:28])([F:29])[C:24](=[O:27])[N:25]([CH3:26])[C:19]3[CH:18]=[N:17][C:16]([NH:15][C:10]4[C:11]([O:13][CH3:14])=[CH:12][C:7]([C:6]([NH:5][CH:3]5[CH2:2][N:1]([CH:44]([CH3:46])[CH3:43])[CH2:4]5)=[O:37])=[C:8]([F:36])[CH:9]=4)=[N:35][C:20]2=3)[CH2:34][CH2:33][CH2:32][CH2:31]1. The catalyst class is: 52. Reactant: [NH:1]1[CH2:4][CH:3]([NH:5][C:6](=[O:37])[C:7]2[CH:12]=[C:11]([O:13][CH3:14])[C:10]([NH:15][C:16]3[N:17]=[CH:18][C:19]4[N:25]([CH3:26])[C:24](=[O:27])[C:23]([F:29])([F:28])[CH2:22][N:21]([CH:30]5[CH2:34][CH2:33][CH2:32][CH2:31]5)[C:20]=4[N:35]=3)=[CH:9][C:8]=2[F:36])[CH2:2]1.C(Cl)Cl.CO.[CH3:43][C:44]([CH3:46])=O.